From a dataset of NCI-60 drug combinations with 297,098 pairs across 59 cell lines. Regression. Given two drug SMILES strings and cell line genomic features, predict the synergy score measuring deviation from expected non-interaction effect. (1) Drug 1: CC1=C2C(C(=O)C3(C(CC4C(C3C(C(C2(C)C)(CC1OC(=O)C(C(C5=CC=CC=C5)NC(=O)OC(C)(C)C)O)O)OC(=O)C6=CC=CC=C6)(CO4)OC(=O)C)OC)C)OC. Drug 2: CC(C)NC(=O)C1=CC=C(C=C1)CNNC.Cl. Cell line: SW-620. Synergy scores: CSS=26.4, Synergy_ZIP=-5.34, Synergy_Bliss=-11.6, Synergy_Loewe=-29.4, Synergy_HSA=-12.6. (2) Drug 1: C1CCC(CC1)NC(=O)N(CCCl)N=O. Drug 2: CCC1(CC2CC(C3=C(CCN(C2)C1)C4=CC=CC=C4N3)(C5=C(C=C6C(=C5)C78CCN9C7C(C=CC9)(C(C(C8N6C)(C(=O)OC)O)OC(=O)C)CC)OC)C(=O)OC)O.OS(=O)(=O)O. Cell line: HCC-2998. Synergy scores: CSS=30.3, Synergy_ZIP=-6.05, Synergy_Bliss=-3.87, Synergy_Loewe=-37.3, Synergy_HSA=-5.01.